This data is from Catalyst prediction with 721,799 reactions and 888 catalyst types from USPTO. The task is: Predict which catalyst facilitates the given reaction. (1) Reactant: [N+:1]([C:4]1[CH:12]=[CH:11][CH:10]=[CH:9][C:5]=1[C:6]([NH2:8])=[O:7])([O-])=O.CO. Product: [NH2:1][C:4]1[CH:12]=[CH:11][CH:10]=[CH:9][C:5]=1[C:6]([NH2:8])=[O:7]. The catalyst class is: 123. (2) Product: [NH2:1][C:2]1[CH:11]=[CH:10][C:5]([C:6]([O:8][CH3:9])=[O:7])=[CH:4][C:3]=1[CH:19]=[CH2:20]. Reactant: [NH2:1][C:2]1[CH:11]=[CH:10][C:5]([C:6]([O:8][CH3:9])=[O:7])=[CH:4][C:3]=1I.C(=O)([O-])[O-].[K+].[K+].[C:19](OCC)(=O)[CH3:20].O. The catalyst class is: 234. (3) Reactant: [OH:1][C:2]1[C:10]([N+:11]([O-:13])=[O:12])=[CH:9][CH:8]=[CH:7][C:3]=1[C:4]([OH:6])=[O:5].[CH2:14](Br)[C:15]1[CH:20]=[CH:19][CH:18]=[CH:17][CH:16]=1.C(=O)([O-])[O-].[K+].[K+].O. Product: [CH2:14]([O:1][C:2]1[C:10]([N+:11]([O-:13])=[O:12])=[CH:9][CH:8]=[CH:7][C:3]=1[C:4]([OH:6])=[O:5])[C:15]1[CH:20]=[CH:19][CH:18]=[CH:17][CH:16]=1. The catalyst class is: 9.